Dataset: Forward reaction prediction with 1.9M reactions from USPTO patents (1976-2016). Task: Predict the product of the given reaction. (1) Given the reactants [CH3:1][O:2][C:3](=[O:25])[C@H:4]([CH2:21][CH2:22][S:23][CH3:24])[NH:5][C:6](=[O:20])[C:7]1[CH:12]=[CH:11][C:10](I)=[CH:9][C:8]=1[C:14]1[CH:19]=[CH:18][CH:17]=[CH:16][CH:15]=1.[CH:26]([C:28]1[CH:29]=[N:30][CH:31]=[CH:32][CH:33]=1)=[CH2:27].C(N(CC)CC)C.ClCCl, predict the reaction product. The product is: [CH3:1][O:2][C:3](=[O:25])[C@H:4]([CH2:21][CH2:22][S:23][CH3:24])[NH:5][C:6](=[O:20])[C:7]1[CH:12]=[CH:11][C:10]([CH:27]=[CH:26][C:28]2[CH:29]=[N:30][CH:31]=[CH:32][CH:33]=2)=[CH:9][C:8]=1[C:14]1[CH:19]=[CH:18][CH:17]=[CH:16][CH:15]=1. (2) Given the reactants C([NH:5][S:6]([C:9]1[CH:14]=[CH:13][CH:12]=[C:11]([C:15]2[N:16]=[CH:17][N:18]([C:20]3[N:25]=[C:24]([C:26]([F:29])([F:28])[F:27])[CH:23]=[C:22]([C:30]4[CH:35]=[CH:34][C:33]([C:36]([F:39])([F:38])[F:37])=[C:32]([CH3:40])[CH:31]=4)[N:21]=3)[CH:19]=2)[CH:10]=1)(=[O:8])=[O:7])(C)(C)C.C(O)(C(F)(F)F)=O, predict the reaction product. The product is: [CH3:40][C:32]1[CH:31]=[C:30]([C:22]2[CH:23]=[C:24]([C:26]([F:27])([F:28])[F:29])[N:25]=[C:20]([N:18]3[CH:19]=[C:15]([C:11]4[CH:10]=[C:9]([S:6]([NH2:5])(=[O:8])=[O:7])[CH:14]=[CH:13][CH:12]=4)[N:16]=[CH:17]3)[N:21]=2)[CH:35]=[CH:34][C:33]=1[C:36]([F:39])([F:38])[F:37].